This data is from Reaction yield outcomes from USPTO patents with 853,638 reactions. The task is: Predict the reaction yield, written as a fraction of the theoretical maximum amount of product (1.0 means a 100% yield; for example, 0.34 means a 34% yield). (1) The reactants are [CH3:1][C:2]1[N:7]=[CH:6][C:5]([C:8]2[CH:12]=[CH:11][O:10][N:9]=2)=[CH:4][CH:3]=1.C(Cl)(Cl)(Cl)[Cl:14].ClN1C(=O)CCC1=O. The catalyst is CCOC(C)=O.C(OOC(=O)C1C=CC=CC=1)(=O)C1C=CC=CC=1. The product is [Cl:14][CH2:1][C:2]1[N:7]=[CH:6][C:5]([C:8]2[CH:12]=[CH:11][O:10][N:9]=2)=[CH:4][CH:3]=1. The yield is 0.340. (2) The reactants are [NH2:1][C:2]1[C:3]([OH:11])=[C:4]([C:8](=[O:10])[CH3:9])[CH:5]=[CH:6][CH:7]=1.C(=O)(O)[O-].[Na+].Cl[CH2:18][C:19](Cl)=[O:20].C(=O)([O-])[O-].[Cs+].[Cs+]. The catalyst is CN(C=O)C. The product is [C:8]([C:4]1[C:3]2[O:11][CH2:18][C:19](=[O:20])[NH:1][C:2]=2[CH:7]=[CH:6][CH:5]=1)(=[O:10])[CH3:9]. The yield is 0.840.